From a dataset of Forward reaction prediction with 1.9M reactions from USPTO patents (1976-2016). Predict the product of the given reaction. Given the reactants BrC1C=CC([CH:8]([C:10]2[N:11]([CH3:25])[C:12]([S:15][CH2:16][CH2:17][CH2:18][N:19]3[CH2:24][CH2:23][CH2:22][CH2:21][CH2:20]3)=[N:13][CH:14]=2)[OH:9])=CC=1.N1CCCCC1.C([O-])([O-])=O.[K+].[K+], predict the reaction product. The product is: [CH3:25][N:11]1[C:10]([CH:8]=[O:9])=[CH:14][N:13]=[C:12]1[S:15][CH2:16][CH2:17][CH2:18][N:19]1[CH2:24][CH2:23][CH2:22][CH2:21][CH2:20]1.